Task: Predict the reaction yield, written as a fraction of the theoretical maximum amount of product (1.0 means a 100% yield; for example, 0.34 means a 34% yield).. Dataset: Reaction yield outcomes from USPTO patents with 853,638 reactions (1) The product is [N:1]1[C:5]2[CH:6]=[CH:7][CH:8]=[C:9]([NH:10][C:14]3[C:15](=[O:19])[C:16](=[O:17])[C:13]=3[O:12][CH3:11])[C:4]=2[NH:3][N:2]=1. The reactants are [NH:1]1[C:5]2[CH:6]=[CH:7][CH:8]=[C:9]([NH2:10])[C:4]=2[N:3]=[N:2]1.[CH3:11][O:12][C:13]1[C:14](=O)[C:15](=[O:19])[C:16]=1[O:17]C. The catalyst is CO. The yield is 0.190. (2) The reactants are C(=O)([O-])[O-].[K+].[K+].C([O:15][C@H:16]1[CH2:21][CH2:20][N:19]([C:22]([O:24][CH2:25][C:26]2[CH:31]=[CH:30][CH:29]=[CH:28][CH:27]=2)=[O:23])[CH2:18][C@H:17]1[NH:32][C:33]([O:35][C:36]([CH3:39])([CH3:38])[CH3:37])=[O:34])(=O)C1C=CC=CC=1. The catalyst is O.C(O)C. The product is [C:36]([O:35][C:33]([NH:32][C@H:17]1[C@@H:16]([OH:15])[CH2:21][CH2:20][N:19]([C:22]([O:24][CH2:25][C:26]2[CH:31]=[CH:30][CH:29]=[CH:28][CH:27]=2)=[O:23])[CH2:18]1)=[O:34])([CH3:39])([CH3:37])[CH3:38]. The yield is 0.890. (3) The reactants are [CH3:1][C:2]([CH:9]1[CH2:13][CH2:12][O:11][CH2:10]1)([CH3:8])[C:3]([O:5]CC)=[O:4].O.[Li+].[OH-]. The catalyst is C1COCC1. The product is [CH3:8][C:2]([CH:9]1[CH2:13][CH2:12][O:11][CH2:10]1)([CH3:1])[C:3]([OH:5])=[O:4]. The yield is 0.364. (4) The reactants are [CH3:1][C:2]([CH3:15])([CH2:7][O:8][C:9]1[CH:14]=[CH:13][CH:12]=[CH:11][CH:10]=1)[C:3]([O:5][CH3:6])=[O:4].[Cl:16][S:17](O)(=[O:19])=[O:18].ClCCl. The catalyst is CO. The product is [Cl:16][S:17]([C:12]1[CH:11]=[CH:10][C:9]([O:8][CH2:7][C:2]([CH3:15])([CH3:1])[C:3]([O:5][CH3:6])=[O:4])=[CH:14][CH:13]=1)(=[O:19])=[O:18]. The yield is 0.360. (5) The reactants are C(OC([N:11]1[CH2:16][CH2:15][CH2:14][CH:13]([C:17]2[CH:22]=[CH:21][C:20]([CH3:23])=[C:19]([O:24][CH2:25][C:26]([O:28][CH2:29][CH3:30])=[O:27])[CH:18]=2)[CH2:12]1)=O)C1C=CC=CC=1.[C:31]([OH:40])(=[O:39])[C@@H:32]([C@H:34]([C:36]([OH:38])=[O:37])[OH:35])[OH:33]. The catalyst is [Pd].C(O)C. The product is [C:31]([OH:40])(=[O:39])[C@@H:32]([C@H:34]([C:36]([OH:38])=[O:37])[OH:35])[OH:33].[CH2:29]([O:28][C:26](=[O:27])[CH2:25][O:24][C:19]1[CH:18]=[C:17]([CH:13]2[CH2:14][CH2:15][CH2:16][NH:11][CH2:12]2)[CH:22]=[CH:21][C:20]=1[CH3:23])[CH3:30]. The yield is 0.500.